Task: Predict the reactants needed to synthesize the given product.. Dataset: Full USPTO retrosynthesis dataset with 1.9M reactions from patents (1976-2016) Given the product [Br:3][C:4]1[CH:13]=[C:12]2[C:7]([CH2:8][CH:9]([NH:15][C:16](=[O:22])[O:17][C:18]([CH3:19])([CH3:21])[CH3:20])[C:10](=[O:14])[N:11]2[CH3:25])=[N:6][CH:5]=1, predict the reactants needed to synthesize it. The reactants are: [H-].[Na+].[Br:3][C:4]1[CH:13]=[C:12]2[C:7]([CH2:8][CH:9]([NH:15][C:16](=[O:22])[O:17][C:18]([CH3:21])([CH3:20])[CH3:19])[C:10](=[O:14])[NH:11]2)=[N:6][CH:5]=1.IC.[CH3:25]CCCCC.